The task is: Regression. Given two drug SMILES strings and cell line genomic features, predict the synergy score measuring deviation from expected non-interaction effect.. This data is from NCI-60 drug combinations with 297,098 pairs across 59 cell lines. Cell line: KM12. Drug 1: CCN(CC)CCNC(=O)C1=C(NC(=C1C)C=C2C3=C(C=CC(=C3)F)NC2=O)C. Drug 2: C1CNP(=O)(OC1)N(CCCl)CCCl. Synergy scores: CSS=46.3, Synergy_ZIP=-0.146, Synergy_Bliss=-0.672, Synergy_Loewe=-39.6, Synergy_HSA=-1.07.